From a dataset of Full USPTO retrosynthesis dataset with 1.9M reactions from patents (1976-2016). Predict the reactants needed to synthesize the given product. (1) Given the product [ClH:1].[ClH:1].[CH3:38][C@H:36]1[NH:37][C@@H:32]([CH3:31])[CH2:33][N:34]([CH:39]2[CH2:40][CH2:41][CH2:46][CH2:45][C:44]2([CH2:43][CH2:42][C:13]2[CH:14]=[CH:15][C:16]([O:19][C:20]([F:21])([F:23])[F:22])=[CH:17][CH:18]=2)[OH:47])[CH2:35]1, predict the reactants needed to synthesize it. The reactants are: [ClH:1].Cl.C[C@H]1N[C@@H](C)CN(CC(C2(O)CCCCC2)[C:13]2[CH:18]=[CH:17][C:16]([O:19][C:20]([F:23])([F:22])[F:21])=[CH:15][CH:14]=2)C1.[CH3:31][C@H:32]1[NH:37][C@@H:36]([CH3:38])[CH2:35][N:34]([C:39](=O)[CH:40](C2(O)CCCCC2)[C:41]2[CH:46]=[CH:45][C:44]([O:47]C(F)(F)F)=[CH:43][CH:42]=2)[CH2:33]1. (2) Given the product [OH:8][C@H:3]([CH2:2][NH:1][CH2:24][C:21]1[CH:20]=[CH:19][C:18]([O:17][CH2:16][C:15]2[CH:14]=[CH:13][CH:12]=[C:11]([C:26]3[CH:31]=[CH:30][CH:29]=[CH:28][CH:27]=3)[C:10]=2[CH3:9])=[CH:23][N:22]=1)[CH2:4][C:5]([OH:7])=[O:6], predict the reactants needed to synthesize it. The reactants are: [NH2:1][CH2:2][C@@H:3]([OH:8])[CH2:4][C:5]([OH:7])=[O:6].[CH3:9][C:10]1[C:15]([CH2:16][O:17][C:18]2[CH:19]=[CH:20][C:21]([CH:24]=O)=[N:22][CH:23]=2)=[CH:14][CH:13]=[CH:12][C:11]=1[C:26]1[CH:31]=[CH:30][CH:29]=[CH:28][CH:27]=1.C(O)(=O)C.C([BH3-])#N.[Na+].